This data is from Full USPTO retrosynthesis dataset with 1.9M reactions from patents (1976-2016). The task is: Predict the reactants needed to synthesize the given product. The reactants are: Cl.[CH2:2]([O:4][C:5](=[O:8])[CH2:6][NH2:7])[CH3:3].C(N(CC)CC)C.Cl[C:17](=[O:24])[CH2:18][CH2:19][C:20]([O:22][CH3:23])=[O:21]. Given the product [CH2:2]([O:4][C:5](=[O:8])[CH2:6][NH:7][C:17](=[O:24])[CH2:18][CH2:19][C:20]([O:22][CH3:23])=[O:21])[CH3:3], predict the reactants needed to synthesize it.